From a dataset of Reaction yield outcomes from USPTO patents with 853,638 reactions. Predict the reaction yield, written as a fraction of the theoretical maximum amount of product (1.0 means a 100% yield; for example, 0.34 means a 34% yield). (1) The reactants are [N:1]1[CH:6]=[CH:5][C:4]([C:7]2[N:11]3[CH:12]=[CH:13][C:14]([C:16]4[CH:21]=[CH:20][C:19]([OH:22])=[CH:18][CH:17]=4)=[CH:15][C:10]3=[N:9][CH:8]=2)=[CH:3][CH:2]=1.C([O-])([O-])=O.[Cs+].[Cs+].Cl.Cl[CH2:31][CH2:32][N:33]1[CH2:38][CH2:37][CH2:36][CH2:35][CH2:34]1. The catalyst is CN(C=O)C. The product is [N:33]1([CH2:32][CH2:31][O:22][C:19]2[CH:20]=[CH:21][C:16]([C:14]3[CH:13]=[CH:12][N:11]4[C:7]([C:4]5[CH:3]=[CH:2][N:1]=[CH:6][CH:5]=5)=[CH:8][N:9]=[C:10]4[CH:15]=3)=[CH:17][CH:18]=2)[CH2:38][CH2:37][CH2:36][CH2:35][CH2:34]1. The yield is 0.380. (2) The reactants are CN(C)C=O.[CH:6]([CH:19]1[C:24](=[O:25])[CH2:23][CH2:22][N:21]([CH2:26][C:27]2[CH:32]=[C:31]([N+:33]([O-:35])=[O:34])[CH:30]=[CH:29][C:28]=2[OH:36])[CH2:20]1)([C:13]1[CH:18]=[CH:17][CH:16]=[CH:15][CH:14]=1)[C:7]1[CH:12]=[CH:11][CH:10]=[CH:9][CH:8]=1.C(=O)([O-])[O-].[K+].[K+].C1(C)C=CC(S(O[CH2:53][C:54]([F:57])([F:56])[F:55])(=O)=O)=CC=1. The catalyst is O.C(OCC)(=O)C. The product is [CH:6]([CH:19]1[C:24](=[O:25])[CH2:23][CH2:22][N:21]([CH2:26][C:27]2[CH:32]=[C:31]([N+:33]([O-:35])=[O:34])[CH:30]=[CH:29][C:28]=2[O:36][CH2:53][C:54]([F:57])([F:56])[F:55])[CH2:20]1)([C:13]1[CH:18]=[CH:17][CH:16]=[CH:15][CH:14]=1)[C:7]1[CH:8]=[CH:9][CH:10]=[CH:11][CH:12]=1. The yield is 0.370. (3) The reactants are C[O:2][C:3]1[CH:12]=[C:11]2[C:6]([CH2:7][CH2:8][C:9]([CH3:14])([CH3:13])[O:10]2)=[CH:5][CH:4]=1.B(Br)(Br)Br.C([O-])(O)=O.[Na+]. The catalyst is ClCCl. The product is [CH3:13][C:9]1([CH3:14])[CH2:8][CH2:7][C:6]2[C:11](=[CH:12][C:3]([OH:2])=[CH:4][CH:5]=2)[O:10]1. The yield is 0.420. (4) The reactants are Br[C:2]1[CH:3]=[C:4]([C:8]2[C:17]([O:18][C:19]3[C:28]4[C:23](=[CH:24][C:25]([O:31][CH3:32])=[C:26]([O:29][CH3:30])[CH:27]=4)[N:22]=[CH:21][CH:20]=3)=[CH:16][C:15]3[C:10](=[CH:11][CH:12]=[CH:13][CH:14]=3)[N:9]=2)[S:5][C:6]=1[Cl:7].[CH3:33]B(O)O.O.C(=O)([O-])[O-].[Cs+].[Cs+]. The catalyst is O1CCOCC1. The product is [Cl:7][C:6]1[S:5][C:4]([C:8]2[C:17]([O:18][C:19]3[C:28]4[C:23](=[CH:24][C:25]([O:31][CH3:32])=[C:26]([O:29][CH3:30])[CH:27]=4)[N:22]=[CH:21][CH:20]=3)=[CH:16][C:15]3[C:10](=[CH:11][CH:12]=[CH:13][CH:14]=3)[N:9]=2)=[CH:3][C:2]=1[CH3:33]. The yield is 0.760. (5) The reactants are [CH:1]12[CH2:7][CH:4]([CH2:5][CH2:6]1)[CH2:3][CH:2]2[C:8]1[NH:12][C:11]2[C:13]([O:34]C)=[CH:14][CH:15]=[C:16]([C:17]([NH:19][CH2:20][CH:21]3[CH2:26][CH2:25][CH2:24][N:23](C(OC(C)(C)C)=O)[CH2:22]3)=[O:18])[C:10]=2[N:9]=1.B(Br)(Br)Br. No catalyst specified. The product is [CH:1]12[CH2:7][CH:4]([CH2:5][CH2:6]1)[CH2:3][CH:2]2[C:8]1[NH:12][C:11]2[C:13]([OH:34])=[CH:14][CH:15]=[C:16]([C:17]([NH:19][CH2:20][CH:21]3[CH2:26][CH2:25][CH2:24][NH:23][CH2:22]3)=[O:18])[C:10]=2[N:9]=1. The yield is 0.450.